Dataset: Full USPTO retrosynthesis dataset with 1.9M reactions from patents (1976-2016). Task: Predict the reactants needed to synthesize the given product. (1) Given the product [C:6]([C:8]1[C:16]2[C:11](=[CH:12][CH:13]=[CH:14][CH:15]=2)[N:10]([C:17]2[C:26]3[C:21](=[CH:22][CH:23]=[CH:24][CH:25]=3)[CH:20]=[CH:19][N:18]=2)[CH:9]=1)([OH:7])=[O:5], predict the reactants needed to synthesize it. The reactants are: O.[OH-].[Li+].C[O:5][C:6]([C:8]1[C:16]2[C:11](=[CH:12][CH:13]=[CH:14][CH:15]=2)[N:10]([C:17]2[C:26]3[C:21](=[CH:22][CH:23]=[CH:24][CH:25]=3)[CH:20]=[CH:19][N:18]=2)[CH:9]=1)=[O:7]. (2) Given the product [C:17]([Si:21]([C:29]1[CH:34]=[CH:33][CH:32]=[CH:31][CH:30]=1)([C:23]1[CH:24]=[CH:25][CH:26]=[CH:27][CH:28]=1)[O:1][C:2]1[CH:11]=[CH:10][C:5]2[C:6](=[O:9])[CH2:7][O:8][C:4]=2[CH:3]=1)([CH3:20])([CH3:18])[CH3:19], predict the reactants needed to synthesize it. The reactants are: [OH:1][C:2]1[CH:11]=[CH:10][C:5]2[C:6](=[O:9])[CH2:7][O:8][C:4]=2[CH:3]=1.N1C=CN=C1.[C:17]([Si:21]([C:29]1[CH:34]=[CH:33][CH:32]=[CH:31][CH:30]=1)([C:23]1[CH:28]=[CH:27][CH:26]=[CH:25][CH:24]=1)Cl)([CH3:20])([CH3:19])[CH3:18]. (3) Given the product [CH2:1]([C:5]1[N:6]=[C:7]([CH3:27])[N:8]([CH2:29][CH:30]2[CH2:32][CH2:31]2)[C:9](=[O:26])[C:10]=1[CH2:11][C:12]1[CH:17]=[CH:16][C:15]([C:18]2[C:19]([C:24]#[N:25])=[CH:20][CH:21]=[CH:22][CH:23]=2)=[CH:14][CH:13]=1)[CH2:2][CH2:3][CH3:4], predict the reactants needed to synthesize it. The reactants are: [CH2:1]([C:5]1[N:6]=[C:7]([CH3:27])[NH:8][C:9](=[O:26])[C:10]=1[CH2:11][C:12]1[CH:17]=[CH:16][C:15]([C:18]2[C:19]([C:24]#[N:25])=[CH:20][CH:21]=[CH:22][CH:23]=2)=[CH:14][CH:13]=1)[CH2:2][CH2:3][CH3:4].Br[CH2:29][CH:30]1[CH2:32][CH2:31]1.[H-].[Na+].C(OCC)(=O)C. (4) Given the product [CH3:6][O:5][C:3](=[O:4])[C:2]([NH:8][C:9]1[CH:10]=[CH:11][C:12]([C@H:15]2[CH2:16][CH2:17][C@H:18]([C:21]([O:23][C:24]([CH3:27])([CH3:26])[CH3:25])=[O:22])[CH2:19][CH2:20]2)=[CH:13][CH:14]=1)=[O:7], predict the reactants needed to synthesize it. The reactants are: Cl[C:2](=[O:7])[C:3]([O:5][CH3:6])=[O:4].[NH2:8][C:9]1[CH:14]=[CH:13][C:12]([C@H:15]2[CH2:20][CH2:19][C@H:18]([C:21]([O:23][C:24]([CH3:27])([CH3:26])[CH3:25])=[O:22])[CH2:17][CH2:16]2)=[CH:11][CH:10]=1.N1C=CC=CC=1. (5) The reactants are: [C:1]([C:3]1[CH:4]=[CH:5][C:6]2[O:10][C:9]([C:11]([C:20]3[C:28]([O:29][CH3:30])=[CH:27][C:26]([CH3:31])=[C:25]4[C:21]=3[CH:22]=[CH:23][N:24]4C(OC(C)(C)C)=O)([NH:13]S(C(C)(C)C)=O)[CH3:12])=[N:8][C:7]=2[CH:39]=1)#[N:2].Cl. Given the product [NH2:13][C:11]([C:9]1[O:10][C:6]2[CH:5]=[CH:4][C:3]([C:1]#[N:2])=[CH:39][C:7]=2[N:8]=1)([C:20]1[C:28]([O:29][CH3:30])=[CH:27][C:26]([CH3:31])=[C:25]2[C:21]=1[CH:22]=[CH:23][NH:24]2)[CH3:12], predict the reactants needed to synthesize it. (6) Given the product [CH2:10]([O:9][C:1]([O:6][CH2:7][CH3:8])=[CH:2][C:20](=[O:21])[C:19]([F:30])([F:29])[F:18])[CH3:11], predict the reactants needed to synthesize it. The reactants are: [C:1]([O:9][CH2:10][CH3:11])([O:6][CH2:7][CH3:8])(OCC)[CH3:2].N1C=CC=CC=1.[F:18][C:19]([F:30])([F:29])[C:20](O[C:20](=[O:21])[C:19]([F:30])([F:29])[F:18])=[O:21].